The task is: Predict the product of the given reaction.. This data is from Forward reaction prediction with 1.9M reactions from USPTO patents (1976-2016). (1) Given the reactants [Cl:1][C:2]1[CH:3]=[C:4]([CH:21]=[C:22]([C:24]#[CH:25])[CH:23]=1)[CH2:5][O:6][C:7]1[CH:12]=[CH:11][CH:10]=[CH:9][C:8]=1[CH2:13][C:14]([O:16][C:17]([CH3:20])([CH3:19])[CH3:18])=[O:15].I[C:27]1[CH:31]=[CH:30][N:29]([CH3:32])[N:28]=1.C(N(C(C)C)CC)(C)C, predict the reaction product. The product is: [Cl:1][C:2]1[CH:3]=[C:4]([CH:21]=[C:22]([C:24]#[C:25][C:27]2[CH:31]=[CH:30][N:29]([CH3:32])[N:28]=2)[CH:23]=1)[CH2:5][O:6][C:7]1[CH:12]=[CH:11][CH:10]=[CH:9][C:8]=1[CH2:13][C:14]([O:16][C:17]([CH3:18])([CH3:19])[CH3:20])=[O:15]. (2) Given the reactants Cl.[NH2:2][C@@H:3]1[CH2:8][CH2:7][C@H:6]([NH:9][C:10]([C:12]2[C:16]3[N:17]=[CH:18][N:19]=[C:20]([C:21]4[CH:26]=[C:25]([CH:27]([CH3:29])[CH3:28])[CH:24]=[CH:23][C:22]=4[O:30][CH2:31][CH:32]4[CH2:34][CH2:33]4)[C:15]=3[NH:14][C:13]=2[CH3:35])=[O:11])[CH2:5][CH2:4]1.[CH3:36][O:37][CH2:38][C:39](Cl)=[O:40], predict the reaction product. The product is: [CH:32]1([CH2:31][O:30][C:22]2[CH:23]=[CH:24][C:25]([CH:27]([CH3:29])[CH3:28])=[CH:26][C:21]=2[C:20]2[C:15]3[NH:14][C:13]([CH3:35])=[C:12]([C:10]([NH:9][C@H:6]4[CH2:7][CH2:8][C@@H:3]([NH:2][C:39](=[O:40])[CH2:38][O:37][CH3:36])[CH2:4][CH2:5]4)=[O:11])[C:16]=3[N:17]=[CH:18][N:19]=2)[CH2:33][CH2:34]1. (3) Given the reactants [Br:1][C:2]1[CH:3]=[C:4]([N+:9]([O-:11])=[O:10])[C:5](Cl)=[N:6][CH:7]=1.[OH:12][CH2:13][C:14]([O:16][C:17]([CH3:20])([CH3:19])[CH3:18])=[O:15].C(=O)([O-])[O-].[Cs+].[Cs+], predict the reaction product. The product is: [Br:1][C:2]1[CH:3]=[C:4]([N+:9]([O-:11])=[O:10])[C:5]([O:12][CH2:13][C:14]([O:16][C:17]([CH3:20])([CH3:19])[CH3:18])=[O:15])=[N:6][CH:7]=1. (4) Given the reactants [C:1]([O:9][C:10]([CH3:49])([CH3:48])[C:11]([O:13][C:14]1[CH:15]=[C:16]([CH2:35][C@H:36]([NH:40]C(OC(C)(C)C)=O)[C:37]([OH:39])=[O:38])[CH:17]=[CH:18][C:19]=1[O:20][C:21](=[O:34])[C:22]([CH3:33])([O:24][C:25](=[O:32])[C:26]1[CH:31]=[CH:30][CH:29]=[CH:28][CH:27]=1)[CH3:23])=[O:12])(=[O:8])[C:2]1[CH:7]=[CH:6][CH:5]=[CH:4][CH:3]=1.[C:50]1([CH3:60])[CH:55]=[CH:54][C:53]([S:56]([OH:59])(=[O:58])=[O:57])=[CH:52][CH:51]=1, predict the reaction product. The product is: [S:56]([C:53]1[CH:54]=[CH:55][C:50]([CH3:60])=[CH:51][CH:52]=1)([OH:59])(=[O:58])=[O:57].[NH2:40][C@@H:36]([CH2:35][C:16]1[CH:17]=[CH:18][C:19]([O:20][C:21](=[O:34])[C:22]([CH3:23])([O:24][C:25](=[O:32])[C:26]2[CH:31]=[CH:30][CH:29]=[CH:28][CH:27]=2)[CH3:33])=[C:14]([O:13][C:11](=[O:12])[C:10]([O:9][C:1](=[O:8])[C:2]2[CH:3]=[CH:4][CH:5]=[CH:6][CH:7]=2)([CH3:49])[CH3:48])[CH:15]=1)[C:37]([OH:39])=[O:38].